From a dataset of Experimentally validated miRNA-target interactions with 360,000+ pairs, plus equal number of negative samples. Binary Classification. Given a miRNA mature sequence and a target amino acid sequence, predict their likelihood of interaction. (1) The miRNA is hsa-miR-1245a with sequence AAGUGAUCUAAAGGCCUACAU. The protein sequence of the target gene is MRERPRLGEDSSLISLFLQVVAFLAMVMGTHTYSHWPSCCPSKGQDTSEELLRWSTVPVPPLEPARPNRHPESCRASEDGPLNSRAISPWRYELDRDLNRLPQDLYHARCLCPHCVSLQTGSHMDPRGNSELLYHNQTVFYRRPCHGEKGTHKGYCLERRLYRVSLACVCVRPRVMG. Result: 0 (no interaction). (2) The miRNA is mmu-miR-5119 with sequence CAUCUCAUCCUGGGGCUGG. The protein sequence of the target gene is MSETLSRLLIITAGTLYPAYRSYKAVRTKDTREYVKWMMYWIVFAIYSFLENLLDLVLAFWFPFYFQLKIVFIFWLLSPWTKGASILYRKWVHPTLNRHEKDIDALLESAKSESYNQLMRIGSKSLVYAKDVVAEAAVRGQQQLVNQLQRSYSANDVGSEREALTKNINIVKIEELDENSDTDLQKSPRPRRRASSRSRSRSRTIDSGADSEFTTAATIPRRSARKPIH. Result: 0 (no interaction). (3) The miRNA is hsa-miR-6821-3p with sequence UGACCUCUCCGCUCCGCACAG. The protein sequence of the target gene is MVADPPRDSKGLAAAEPTANGGLALASIEDQGAAAGGYCGSRDQVRRCLRANLLVLLTVVAVVAGVALGLGVSGAGGALALGPERLSAFVFPGELLLRLLRMIILPLVVCSLIGGAASLDPGALGRLGAWALLFFLVTTLLASALGVGLALALQPGAASAAINASVGAAGSAENAPSKEVLDSFLDLARNIFPSNLVSAAFRSYSTTYEERNITGTRVKVPVGQEVEGMNILGLVVFAIVFGVALRKLGPEGELLIRFFNSFNEATMVLVSWIMWYAPVGIMFLVAGKIVEMEDVGLLFA.... Result: 1 (interaction). (4) The miRNA is mmu-miR-105 with sequence CCAAGUGCUCAGAUGCUUGUGGU. The protein sequence of the target gene is MAAVAAEAAATAASPGEGGAGEAEPELEPIPGSEAGTPLPVTATEAAVPDGEADGRQSAPQADEQPLPPPPPPPPPGELADSSEAEEAKPPEPAAVPVSPPEQPPAAPEQPEDAPRPPPAPALVPPAGGDSAVSHLIPGSEVRVTLDHIIEDALVVSFRLGEKLFSGVLMDLSKRFGPHGIPVTVFPKREYKDKPDAMQLQSTTFQEGIEVKQEVNGAVPDDLSPVPPPERLWASKPPPLFHEGAPYPPPLFIRDTYNQSIPQPPPRKIKRPKRKMYREEPTSIMNAIKLRPRQVLCDKC.... Result: 1 (interaction). (5) The miRNA is hsa-miR-4437 with sequence UGGGCUCAGGGUACAAAGGUU. The protein sequence of the target gene is MDSPPKLTGETLIVHHIPLVHCQVPDRQCCGGAGGGGGSTRPNPFCPPELGITQPDQDLGQADSLLFSSLHSTPGGTARSIDSTKSRSRDGRGPGAPKRHNPFLLQEGVGEPGLGDLYDDSIGDSATQQSFHLHGTGQPNFHLSSFQLPPSGPRVGRPWGTTRSRAGVVEGQEQEPVMTLDTQQCGTSHCCRPELEAETMELDECGGPGGSGSGGGASDTSGFSFDQEWKLSSDESPRNPGCSGSGDQHCRCSSTSSQSEAADQSMGYVSDSSCNSSDGVLVTFSTLYNKMHGTPRANLN.... Result: 1 (interaction). (6) The miRNA is mmu-miR-1187 with sequence UAUGUGUGUGUGUAUGUGUGUAA. The protein sequence of the target gene is MSANNSPPSAQKSVFPATVSAVLPAPSPCSSPKTGLSARLSNGSFSAPSLTNSRGSVHTVSFLLQIGLTRESVTIEAQELSLSAVKDLVCSIVYQKFPECGFFGMYDKILLFRHDMNSENILQLITSADEIHEGDLVEVVLSALATVEDFQIRPHALYVHSYKAPTFCDYCGEMLWGLVRQGLKCEGCGLNYHKRCAFKIPNNCSGVRKRRLSNVSLPGPGLSVPRPLQPECVPLLSEESHTHQEPSKRIPSWSGRPIWMEKMVMCRVKVPHTFAVHSYGRPTICQYCKRLLKGLFRQGM.... Result: 0 (no interaction). (7) The protein sequence of the target gene is MGFRKFSPFLALSILVLYQAGSLQAAPFRSALESSPDPATLSKEDARLLLAALVQDYVQMKASELKQEQETQGSSSAAQKRACNTATCVTHRLAGLLSRSGGMVKSNFVPTNVGSKAFGRRRRDLQA. Result: 0 (no interaction). The miRNA is hsa-miR-4735-3p with sequence AAAGGUGCUCAAAUUAGACAU. (8) The miRNA is hsa-miR-1910-3p with sequence GAGGCAGAAGCAGGAUGACA. The protein sequence of the target gene is MAQDQGEKENPMRELRIRKLCLNICVGESGDRLTRAAKVLEQLTGQTPVFSKARYTVRSFGIRRNEKIAVHCTVRGAKAEEILEKGLKVREYELRKNNFSDTGNFGFGIQEHIDLGIKYDPSIGIYGLDFYVVLGRPGFSIADKKRRTGCIGAKHRISKEEAMRWFQQKYDGIILPGK. Result: 0 (no interaction).